From a dataset of Forward reaction prediction with 1.9M reactions from USPTO patents (1976-2016). Predict the product of the given reaction. (1) The product is: [ClH:47].[ClH:47].[ClH:47].[ClH:47].[NH2:8][C:9]1([C:13]2[CH:18]=[CH:17][C:16]([C:19]3[N:23]4[C:24]5[CH:36]=[CH:35][CH:34]=[N:33][C:25]=5[NH:26][C:27]5[CH:32]=[CH:31][CH:30]=[CH:29][C:28]=5[C:22]4=[N:21][C:20]=3[C:37]3[CH:38]=[CH:39][C:40]([C:43]([O:45][CH3:46])=[O:44])=[N:41][CH:42]=3)=[CH:15][CH:14]=2)[CH2:10][CH2:11][CH2:12]1. Given the reactants C(OC([NH:8][C:9]1([C:13]2[CH:18]=[CH:17][C:16]([C:19]3[N:23]4[C:24]5[CH:36]=[CH:35][CH:34]=[N:33][C:25]=5[NH:26][C:27]5[CH:32]=[CH:31][CH:30]=[CH:29][C:28]=5[C:22]4=[N:21][C:20]=3[C:37]3[CH:38]=[CH:39][C:40]([C:43]([O:45][CH3:46])=[O:44])=[N:41][CH:42]=3)=[CH:15][CH:14]=2)[CH2:12][CH2:11][CH2:10]1)=O)(C)(C)C.[ClH:47].O1CCOCC1, predict the reaction product. (2) Given the reactants N#N.[CH3:3]/[C:4](=[CH:8]\[C:9]1[CH:14]=[CH:13][CH:12]=[CH:11][CH:10]=1)/[C:5]([NH2:7])=[O:6].C([O-])(O)=O.[Na+].[CH2:20]([O:22][C:23](=[O:28])[C:24](=O)[CH2:25]Br)[CH3:21].FC(F)(F)C(OC(=O)C(F)(F)F)=O.C([O-])([O-])=O.[Na+].[Na+], predict the reaction product. The product is: [C:9]1(/[CH:8]=[C:4](/[C:5]2[O:6][CH:25]=[C:24]([C:23]([O:22][CH2:20][CH3:21])=[O:28])[N:7]=2)\[CH3:3])[CH:14]=[CH:13][CH:12]=[CH:11][CH:10]=1. (3) Given the reactants [NH2:1][C:2]1[CH:7]=[CH:6][CH:5]=[CH:4][C:3]=1[SH:8].Cl[CH2:10][C:11](=O)[CH2:12][C:13]([O:15][CH2:16][CH3:17])=[O:14], predict the reaction product. The product is: [CH2:16]([O:15][C:13](=[O:14])[CH2:12][C:11]1[NH:1][C:2]2[CH:7]=[CH:6][CH:5]=[CH:4][C:3]=2[S:8][CH:10]=1)[CH3:17].